From a dataset of Catalyst prediction with 721,799 reactions and 888 catalyst types from USPTO. Predict which catalyst facilitates the given reaction. Reactant: [H-].[Na+].[C:3]([O:7][C:8]([NH:10][C:11]([C:14]1[CH:19]=[CH:18][C:17]([C:20]2[C:25]([Cl:26])=[CH:24][N:23]=[C:22](Cl)[N:21]=2)=[CH:16][CH:15]=1)([CH3:13])[CH3:12])=[O:9])([CH3:6])([CH3:5])[CH3:4].[NH2:28][C:29]1[CH:34]=[CH:33][C:32]([N:35]2[CH:39]=[CH:38][N:37]=[CH:36]2)=[CH:31][CH:30]=1. Product: [C:3]([O:7][C:8]([NH:10][C:11]([C:14]1[CH:15]=[CH:16][C:17]([C:20]2[C:25]([Cl:26])=[CH:24][N:23]=[C:22]([NH:28][C:29]3[CH:30]=[CH:31][C:32]([N:35]4[CH:39]=[CH:38][N:37]=[CH:36]4)=[CH:33][CH:34]=3)[N:21]=2)=[CH:18][CH:19]=1)([CH3:13])[CH3:12])=[O:9])([CH3:6])([CH3:4])[CH3:5]. The catalyst class is: 1.